Dataset: Full USPTO retrosynthesis dataset with 1.9M reactions from patents (1976-2016). Task: Predict the reactants needed to synthesize the given product. (1) The reactants are: [ClH:1].[CH3:2][N:3]([CH3:53])[S:4]([C:7]1[CH:8]=[CH:9][C:10]([CH3:52])=[C:11]([C:13]2[CH:18]=[CH:17][C:16]([CH2:19][C@H:20]([NH:34][C:35]([C@H:37]3[CH2:42][CH2:41][C@H:40]([CH2:43][NH:44]C(=O)OC(C)(C)C)[CH2:39][CH2:38]3)=[O:36])[C:21](=[O:33])[NH:22][C:23]3[CH:32]=[CH:31][C:26]4[NH:27][C:28](=[O:30])[NH:29][C:25]=4[CH:24]=3)=[CH:15][CH:14]=2)[CH:12]=1)(=[O:6])=[O:5].C(#N)C. Given the product [ClH:1].[NH2:44][CH2:43][C@H:40]1[CH2:41][CH2:42][C@H:37]([C:35]([NH:34][C@@H:20]([CH2:19][C:16]2[CH:15]=[CH:14][C:13]([C:11]3[CH:12]=[C:7]([S:4](=[O:5])(=[O:6])[N:3]([CH3:2])[CH3:53])[CH:8]=[CH:9][C:10]=3[CH3:52])=[CH:18][CH:17]=2)[C:21](=[O:33])[NH:22][C:23]2[CH:32]=[CH:31][C:26]3[NH:27][C:28](=[O:30])[NH:29][C:25]=3[CH:24]=2)=[O:36])[CH2:38][CH2:39]1, predict the reactants needed to synthesize it. (2) Given the product [NH2:10][C:2]([CH2:8][CH3:9])=[CH:3][C:4]([O:6][CH3:7])=[O:5], predict the reactants needed to synthesize it. The reactants are: O=[C:2]([CH2:8][CH3:9])[CH2:3][C:4]([O:6][CH3:7])=[O:5].[NH3:10]. (3) Given the product [CH3:1][O:2][C:3]1[CH:4]=[C:5]([CH:11]([CH3:14])[CH2:12][NH:13][CH:15]=[O:16])[CH:6]=[CH:7][C:8]=1[O:9][CH3:10], predict the reactants needed to synthesize it. The reactants are: [CH3:1][O:2][C:3]1[CH:4]=[C:5]([CH:11]([CH3:14])[CH2:12][NH2:13])[CH:6]=[CH:7][C:8]=1[O:9][CH3:10].[CH:15](OCC)=[O:16]. (4) Given the product [OH:1][C:2]1[C:14]2[C:13]3[C:8](=[CH:9][CH:10]=[CH:11][CH:12]=3)[CH2:7][C:6]=2[CH:5]=[CH:4][CH:3]=1, predict the reactants needed to synthesize it. The reactants are: [OH:1][C:2]1[C:14]2[C:13]3[C:8](=[CH:9][CH:10]=[CH:11][CH:12]=3)[C:7](=O)[C:6]=2[CH:5]=[CH:4][CH:3]=1.[H][H]. (5) Given the product [N:13]1([CH2:11][C:9]2[O:10][C:6]([CH2:5][O:4][C:1](=[O:3])[CH3:2])=[CH:7][CH:8]=2)[CH2:18][CH2:17][O:16][CH2:15][CH2:14]1, predict the reactants needed to synthesize it. The reactants are: [C:1]([O:4][CH2:5][C:6]1[O:10][C:9]([CH:11]=O)=[CH:8][CH:7]=1)(=[O:3])[CH3:2].[NH:13]1[CH2:18][CH2:17][O:16][CH2:15][CH2:14]1.C(O[BH-](OC(=O)C)OC(=O)C)(=O)C.[Na+]. (6) Given the product [F:15][C:13]1([F:16])[CH2:14][CH:11]([C:3]2[CH:4]=[CH:5][C:6]([CH2:8][O:9][CH3:10])=[CH:7][C:2]=2[C:18]#[N:20])[CH2:12]1, predict the reactants needed to synthesize it. The reactants are: Br[C:2]1[CH:7]=[C:6]([CH2:8][O:9][CH3:10])[CH:5]=[CH:4][C:3]=1[CH:11]1[CH2:14][C:13]([F:16])([F:15])[CH2:12]1.C[C:18]([N:20](C)C)=O. (7) Given the product [CH3:25][S:26]([C:29]1[CH:30]=[C:31]2[C:35](=[CH:36][CH:37]=1)[N:34]([NH:38][C:22]([C:19]1[CH:20]=[N:21][C:16]([C:11]3[CH:12]=[CH:13][CH:14]=[CH:15][N:10]=3)=[N:17][CH:18]=1)=[O:24])[CH:33]=[CH:32]2)(=[O:28])=[O:27], predict the reactants needed to synthesize it. The reactants are: C(N(CC)C(C)C)C.Cl.[N:10]1[CH:15]=[CH:14][CH:13]=[CH:12][C:11]=1[C:16]1[N:21]=[CH:20][C:19]([C:22]([OH:24])=O)=[CH:18][N:17]=1.[CH3:25][S:26]([C:29]1[CH:30]=[C:31]2[C:35](=[CH:36][CH:37]=1)[N:34]([NH2:38])[CH:33]=[CH:32]2)(=[O:28])=[O:27].CN(C(ON1N=NC2C=CC=CC1=2)=[N+](C)C)C.[B-](F)(F)(F)F.